This data is from Forward reaction prediction with 1.9M reactions from USPTO patents (1976-2016). The task is: Predict the product of the given reaction. (1) Given the reactants [OH:1][CH2:2][CH:3]1[C:31]2[C:26](=[CH:27][CH:28]=[CH:29][CH:30]=2)[O:25][C:5]2([CH2:10][CH2:9][N:8]([C:11]([C:13]3[CH:18]=[CH:17][C:16]([O:19][CH:20]([CH3:22])[CH3:21])=[C:15]([O:23][CH3:24])[CH:14]=3)=[O:12])[CH2:7][CH2:6]2)[CH2:4]1.[CH3:32][S:33](Cl)(=[O:35])=[O:34].O, predict the reaction product. The product is: [CH3:32][S:33]([O:1][CH2:2][CH:3]1[C:31]2[C:26](=[CH:27][CH:28]=[CH:29][CH:30]=2)[O:25][C:5]2([CH2:10][CH2:9][N:8]([C:11](=[O:12])[C:13]3[CH:18]=[CH:17][C:16]([O:19][CH:20]([CH3:21])[CH3:22])=[C:15]([O:23][CH3:24])[CH:14]=3)[CH2:7][CH2:6]2)[CH2:4]1)(=[O:35])=[O:34]. (2) Given the reactants [C:1]([O:5][C:6]([N:8]1[CH2:13][CH:12]=[C:11]([C:14]2[CH:15]=[CH:16][C:17]3[C:29](=[O:30])[C:28]4[C:27]5[C:22](=[CH:23][C:24]([C:31]#[N:32])=[CH:25][CH:26]=5)[NH:21][C:20]=4[C:19]([CH3:34])([CH3:33])[C:18]=3[CH:35]=2)[CH2:10][CH2:9]1)=[O:7])([CH3:4])([CH3:3])[CH3:2], predict the reaction product. The product is: [C:1]([O:5][C:6]([N:8]1[CH2:13][CH2:12][CH:11]([C:14]2[CH:15]=[CH:16][C:17]3[C:29](=[O:30])[C:28]4[C:27]5[C:22](=[CH:23][C:24]([C:31]#[N:32])=[CH:25][CH:26]=5)[NH:21][C:20]=4[C:19]([CH3:34])([CH3:33])[C:18]=3[CH:35]=2)[CH2:10][CH2:9]1)=[O:7])([CH3:4])([CH3:2])[CH3:3]. (3) Given the reactants [N:1]([C:4]1[CH:9]=[CH:8][C:7]([OH:10])=[C:6]([S:11]([N:14]2[CH2:19][CH2:18][CH:17]([N:20]3[CH2:25][CH2:24][CH:23]([CH3:26])[CH2:22][CH2:21]3)[CH2:16][CH2:15]2)(=[O:13])=[O:12])[CH:5]=1)=[N+:2]=[N-:3].[H-].[Na+].[CH2:29](Br)[C:30]#[CH:31], predict the reaction product. The product is: [N:1]([C:4]1[CH:9]=[CH:8][C:7]([O:10][CH2:31][C:30]#[CH:29])=[C:6]([S:11]([N:14]2[CH2:19][CH2:18][CH:17]([N:20]3[CH2:25][CH2:24][CH:23]([CH3:26])[CH2:22][CH2:21]3)[CH2:16][CH2:15]2)(=[O:13])=[O:12])[CH:5]=1)=[N+:2]=[N-:3]. (4) Given the reactants [C:1]([O:7][CH2:8][CH3:9])(=[O:6])[CH2:2][C:3]([CH3:5])=[O:4].Cl.[H][H], predict the reaction product. The product is: [OH:4][C@H:3]([CH3:5])[CH2:2][C:1]([O:7][CH2:8][CH3:9])=[O:6].